From a dataset of Drug-target binding data from BindingDB using Kd measurements. Regression. Given a target protein amino acid sequence and a drug SMILES string, predict the binding affinity score between them. We predict pKd (pKd = -log10(Kd in M); higher means stronger binding). Dataset: bindingdb_kd. (1) The compound is C=C[C@@]1(C)CC(=O)[C@@]2(O)[C@](C)(O1)[C@@H](O)[C@@H](OC(=O)NCCNC(=O)CCc1ccc(O)cc1)[C@H]1C(C)(C)CC[C@H](O)[C@@]12C. The target protein (P19754) has sequence MAGAPRGRGGGGGGGGAGESGGAERAAGPGGRRGLRACDEEFACPELEALFRGYTLRLEQAATLKALAVLSLLAGALALAELLGAPGPAPGLAKGSHPVHCVLFLALLVVTNVRSLQVPQLQQVGQLALLFSLTFALLCCPFALGGPAGAHAGAAAVPATADQGVWQLLLVTFVSYALLPVRSLLAIGFGLVVAASHLLVTATLVPAKRPRLWRTLGANALLFLGVNVYGIFVRILAERAQRKAFLQARNCIEDRLRLEDENEKQERLLMSLLPRNVAMEMKEDFLKPPERIFHKIYIQRHDNVSILFADIVGFTGLASQCTAQELVKLLNELFGKFDELATENHCRRIKILGDCYYCVSGLTQPKTDHAHCCVEMGLDMIDTITSVAEATEVDLNMRVGLHTGRVLCGVLGLRKWQYDVWSNDVTLANVMEAAGLPGKVHITKTTLACLNGDYEVEPGHGHERNSFLKTHNIETFFIVPSHRRKIFPGLILSDIKPAKR.... The pKd is 6.8. (2) The small molecule is COc1cc([C@@H]2c3cc4c(cc3[C@H](O)[C@H]3COC(=O)[C@H]23)OCO4)cc(OC)c1OC. The target protein (P03118) has sequence MENLSSRLDLLQEQLMNLYEQDSKLIEDQIKQWNLIRQEQVLFHFARKNGVMRIGLQAVPSLASSQEKAKTAIEMVLHLESLKDSPYGTEDWSLQDTSRELFLAPPAGTFKKSGSTLEVTYDNNPDNQTRHTIWNHVYYQNGDDVWRKVSSGVDAVGVYYLEHDGYKNYYVLFAEEASKYSTTGQYAVNYRGKRFTNVMSSTSSPRAAGAPAVHSDYPTLSESDTAQQSTSIDYTELPGQGETSQVRQRQQKTPVRRRPYGRRRSRSPRGGGRREGESTPSRTPGSVPSARDVGSIHTTPQKGHSSRLRRLLQEAWDPPVVCVKGGANQLKCLRYRLKASTQVDFDSISTTWHWTDRKNTERIGSARMLVKFIDEAQREKFLERVALPRSVSVFLGQFNGS. The pKd is 4.6. (3) The compound is CN1CCC[C@H]1c1ccc(=O)[nH]c1. The target protein sequence is MYDAIVVGGGFSGLKAARDLTNAGKKVLLLEGGERLGGRAYSRESRNVPGLRVEIGGAYLHRKHHPRLAAELDRYGIPTAAASEFTSFRHRLGPTAVDQAFPIPGSEAVAVEAATYTLLRDAHRIDLEKGLENQDLEDLDIPLNEYVDKLDLPPVSRQFLLAWAWAMLGQPADQASALWMLQLVAAHHYSILGVVLSLDEVFSNGSADLVDAMSQEIPEIRLQTVVTGIDQSGDVVNVTVKDGHAFQAHSVIVATPMNTWRRIVFTPALPERRRSVIEEGHGGQGLKILIHVRGAEAGIECVGDGIFPTLYDYCEVSESERLLVAFTDSGSFDPTDIGAVKDAVLYYLPEVEVLGIDYHDWIADPLFEGPWVAPRVGQFSRVHKELGEPAGRIHFVGSDVSLEFPGYIEGALETAECAVNAILHS. The pKd is 3.5. (4) The drug is CC1=C(O)C(=O)C=C2C1=CC=C1[C@@]3(C)CC[C@@]4(C)CC[C@@](C)(C(=O)O)C[C@H]4[C@]3(C)CC[C@@]21C. The target protein sequence is MESVERKSESSYLGMRNMQPEQRLSLDPPRLRSTPQDELHDLLCVGFGPASLAIAIALHDALDPRLNKSASNIHAQPKICFLERQKQFAWHSGMLVPGSKMQISFIKDLATLRDPRSSFTFLNYLHQKGRLIHFTNLSTFLPARLEFEDYMRWCAQQFSDVVAYGEEVVEVIPGKSDPSSSVVDFFTVRSRNVETGEISARRTRKVVIAIGGTAKMPSGLPQDPRIIHSSKYCTTLPALLKDKSKPYNIAVLGSGQSAAEIFHDLQKRYPNSRTTLIMRDSAMRPSDDSPFVNEIFNPERVDKFYSQSAAERQRSLLADKATNYSVVRLELIEEIYNDMYLQRVKNPDETQWQHRILPERKITRVEHHGPQSRMRIHLKSSKPESEGAANDVKETLEVDALMVATGYNRNAHERLLSKVQHLRPTGQDQWKPHRDYRVEMDPSKVSSEAGIWLQGCNERTHGLSDSLLSVLAVRGGEMVQSIFGEQLERAAVQGHQLRAM.... The pKd is 5.8.